Dataset: Forward reaction prediction with 1.9M reactions from USPTO patents (1976-2016). Task: Predict the product of the given reaction. (1) The product is: [CH3:43][C:32]1[CH:31]=[C:30]([C:6]2[CH:5]=[C:4]([C:1]([NH2:2])=[O:3])[C:16]3[NH:15][C:14]4[C:9]([C:8]=3[CH:7]=2)=[CH:10][CH:11]=[C:12]([C:17]2[CH2:22][CH2:21][NH:20][CH2:19][CH:18]=2)[CH:13]=4)[CH:35]=[CH:34][C:33]=1[CH2:36][N:37]1[CH2:42][CH2:41][O:40][CH2:39][CH2:38]1.[C:44]([OH:50])([C:46]([F:49])([F:48])[F:47])=[O:45]. Given the reactants [C:1]([C:4]1[CH:5]=[C:6]([C:30]2[CH:35]=[CH:34][C:33]([CH2:36][N:37]3[CH2:42][CH2:41][O:40][CH2:39][CH2:38]3)=[C:32]([CH3:43])[CH:31]=2)[CH:7]=[C:8]2[C:16]=1[NH:15][C:14]1[CH:13]=[C:12]([C:17]3[CH2:22][CH2:21][N:20](C(OC(C)(C)C)=O)[CH2:19][CH:18]=3)[CH:11]=[CH:10][C:9]2=1)(=[O:3])[NH2:2].[C:44]([OH:50])([C:46]([F:49])([F:48])[F:47])=[O:45], predict the reaction product. (2) Given the reactants [Cl:1][C:2]1[CH:7]=[CH:6][C:5]([C:8]2[CH:13]=[CH:12][C:11]([N:14]=[CH:15][N:16](C)C)=[C:10]([C:19]#[N:20])[CH:9]=2)=[CH:4][C:3]=1[F:21].N1C=C([C:27]2[CH:33]=[CH:32][C:30]([NH2:31])=[CH:29][CH:28]=2)N=N1, predict the reaction product. The product is: [Cl:1][C:2]1[CH:7]=[CH:6][C:5]([C:8]2[CH:9]=[C:10]3[C:11](=[CH:12][CH:13]=2)[N:14]=[CH:15][N:16]=[C:19]3[NH:20][C:27]2[CH:28]=[CH:29][C:30]([N:31]3[CH:11]=[N:14][CH:15]=[N:16]3)=[CH:32][CH:33]=2)=[CH:4][C:3]=1[F:21]. (3) The product is: [F:13][C:4]1[CH:3]=[C:2]([NH:1][C:21](=[O:22])[O:23][C:24]2[CH:29]=[CH:28][CH:27]=[CH:26][CH:25]=2)[CH:7]=[CH:6][C:5]=1[C:8]1([OH:12])[CH2:9][O:10][CH2:11]1. Given the reactants [NH2:1][C:2]1[CH:7]=[CH:6][C:5]([C:8]2([OH:12])[CH2:11][O:10][CH2:9]2)=[C:4]([F:13])[CH:3]=1.N1C=CC=CC=1.Cl[C:21]([O:23][C:24]1[CH:29]=[CH:28][CH:27]=[CH:26][CH:25]=1)=[O:22], predict the reaction product.